From a dataset of Catalyst prediction with 721,799 reactions and 888 catalyst types from USPTO. Predict which catalyst facilitates the given reaction. (1) Reactant: C([Si](C)(C)[O:6][CH2:7][C@@H:8]1[C@@H:13]([O:14][CH2:15][C:16]2[CH:21]=[CH:20][CH:19]=[CH:18][CH:17]=2)[C@H:12]([O:22][CH2:23][C:24]2[CH:29]=[CH:28][CH:27]=[CH:26][CH:25]=2)[C@@H:11]([O:30][CH2:31][C:32]2[CH:37]=[CH:36][CH:35]=[CH:34][CH:33]=2)[C@@:10]([C:40]2[CH:45]=[CH:44][C:43]([Cl:46])=[C:42]([CH2:47][C:48]3[CH:53]=[CH:52][C:51]([O:54][C:55]([F:58])([F:57])[F:56])=[CH:50][CH:49]=3)[CH:41]=2)([O:38][CH3:39])[O:9]1)(C)(C)C.[F-].C([N+](CCCC)(CCCC)CCCC)CCC. Product: [CH2:15]([O:14][C@H:13]1[C@H:12]([O:22][CH2:23][C:24]2[CH:29]=[CH:28][CH:27]=[CH:26][CH:25]=2)[C@@H:11]([O:30][CH2:31][C:32]2[CH:37]=[CH:36][CH:35]=[CH:34][CH:33]=2)[C@@:10]([C:40]2[CH:45]=[CH:44][C:43]([Cl:46])=[C:42]([CH2:47][C:48]3[CH:49]=[CH:50][C:51]([O:54][C:55]([F:57])([F:58])[F:56])=[CH:52][CH:53]=3)[CH:41]=2)([O:38][CH3:39])[O:9][C@@H:8]1[CH2:7][OH:6])[C:16]1[CH:17]=[CH:18][CH:19]=[CH:20][CH:21]=1. The catalyst class is: 7. (2) Reactant: [C:1]1([CH3:9])[CH:6]=[CH:5][CH:4]=[CH:3][C:2]=1[Mg]Cl.[O:10]=[C:11]1[CH2:14][N:13]([C:15]([O:17][C:18]([CH3:21])([CH3:20])[CH3:19])=[O:16])[CH2:12]1.[Cl-].[NH4+]. Product: [OH:10][C:11]1([C:2]2[CH:3]=[CH:4][CH:5]=[CH:6][C:1]=2[CH3:9])[CH2:14][N:13]([C:15]([O:17][C:18]([CH3:21])([CH3:20])[CH3:19])=[O:16])[CH2:12]1. The catalyst class is: 1. (3) Reactant: [F:1][C:2]1[CH:10]=[CH:9][C:5]([C:6]([OH:8])=O)=[CH:4][C:3]=1[O:11][CH3:12].C1N=CN(C(N2C=NC=C2)=O)C=1.[CH2:25]([O:27][C:28](=[O:33])[CH2:29]C(O)=O)[CH3:26].CCN(CC)CC.[Mg+2].[Cl-].[Cl-].[K]. Product: [F:1][C:2]1[CH:10]=[CH:9][C:5]([C:6](=[O:8])[CH2:29][C:28]([O:27][CH2:25][CH3:26])=[O:33])=[CH:4][C:3]=1[O:11][CH3:12]. The catalyst class is: 577. (4) Reactant: [CH3:1][O:2][C:3]([C:5]1[S:6][C:7]([C:26]2[CH:31]=[CH:30][CH:29]=[CH:28][CH:27]=2)=[CH:8][C:9]=1[N:10]([C:17]([CH:19]1[CH2:24][CH2:23][CH:22]([CH3:25])[CH2:21][CH2:20]1)=[O:18])[CH:11]1[CH2:16][CH2:15][NH:14][CH2:13][CH2:12]1)=[O:4].CCN(CC)CC.[CH3:39][N:40]=[C:41]=[O:42]. The catalyst class is: 2. Product: [CH3:1][O:2][C:3]([C:5]1[S:6][C:7]([C:26]2[CH:27]=[CH:28][CH:29]=[CH:30][CH:31]=2)=[CH:8][C:9]=1[N:10]([CH:11]1[CH2:16][CH2:15][N:14]([C:41](=[O:42])[NH:40][CH3:39])[CH2:13][CH2:12]1)[C:17]([CH:19]1[CH2:20][CH2:21][CH:22]([CH3:25])[CH2:23][CH2:24]1)=[O:18])=[O:4].